From a dataset of Full USPTO retrosynthesis dataset with 1.9M reactions from patents (1976-2016). Predict the reactants needed to synthesize the given product. (1) Given the product [CH2:19]([C:7]1[C:6]([C:4]([OH:5])=[O:3])=[C:10]2[C:11]([CH2:17][OH:18])=[CH:12][CH:13]=[C:14]([O:15][CH3:16])[N:9]2[N:8]=1)[CH3:20], predict the reactants needed to synthesize it. The reactants are: C([O:3][C:4]([C:6]1[C:7]([CH2:19][CH3:20])=[N:8][N:9]2[C:14]([O:15][CH3:16])=[CH:13][CH:12]=[C:11]([CH2:17][OH:18])[C:10]=12)=[O:5])C.[OH-].[K+]. (2) Given the product [F:25][C:5]1[S:1][C:2]2[CH:9]=[CH:8][CH:7]=[CH:6][C:3]=2[CH:4]=1, predict the reactants needed to synthesize it. The reactants are: [S:1]1[CH:5]=[CH:4][C:3]2[CH:6]=[CH:7][CH:8]=[CH:9][C:2]1=2.C([Li])CCC.C1C=CC(S(N(S(C2C=CC=CC=2)(=O)=O)[F:25])(=O)=O)=CC=1. (3) Given the product [Br:15][C:7]1[C:2]([CH3:1])=[N:3][C:4]([N:9]2[CH2:10][CH2:11][O:12][CH2:13][CH2:14]2)=[N:5][C:6]=1[CH3:8], predict the reactants needed to synthesize it. The reactants are: [CH3:1][C:2]1[CH:7]=[C:6]([CH3:8])[N:5]=[C:4]([N:9]2[CH2:14][CH2:13][O:12][CH2:11][CH2:10]2)[N:3]=1.[Br:15]N1C(=O)CCC1=O. (4) Given the product [Cl:15][C:2]1[CH:7]=[CH:6][C:5]([CH2:8][C:9]([O:11][CH3:12])=[O:10])=[C:4]([OH:13])[CH:3]=1, predict the reactants needed to synthesize it. The reactants are: F[C:2]1[CH:7]=[CH:6][C:5]([CH2:8][C:9]([O:11][CH3:12])=[O:10])=[C:4]([OH:13])[CH:3]=1.[Br-].[Cl:15]C1C=CC(C[P+](C2C=CC=CC=2)(C2C=CC=CC=2)C2C=CC=CC=2)=C(O)C=1. (5) Given the product [N:23]1([C:18]([C:12]2[S:13][C:14]3[CH2:15][CH2:16][O:17][C:8]4[CH:7]=[C:6]([C:4]5[CH:5]=[N:1][NH:2][CH:3]=5)[CH:22]=[CH:21][C:9]=4[C:10]=3[N:11]=2)=[O:20])[CH2:26][CH2:25][CH2:24]1, predict the reactants needed to synthesize it. The reactants are: [NH:1]1[CH:5]=[C:4]([C:6]2[CH:22]=[CH:21][C:9]3[C:10]4[N:11]=[C:12]([C:18]([OH:20])=O)[S:13][C:14]=4[CH2:15][CH2:16][O:17][C:8]=3[CH:7]=2)[CH:3]=[N:2]1.[NH:23]1[CH2:26][CH2:25][CH2:24]1. (6) Given the product [C:16]1([C:26]2[CH:31]=[CH:30][CH:29]=[CH:28][CH:27]=2)[CH:15]=[CH:14][C:13]([C@@H:11]([N:7]2[CH2:6][CH2:5][C@:4]([CH2:1][CH2:4][OH:9])([C:1]3[CH:2]=[CH:3][CH:13]=[CH:11][CH:12]=3)[O:9][C:8]2=[O:10])[CH3:12])=[CH:18][CH:17]=1, predict the reactants needed to synthesize it. The reactants are: [CH2:1]([C@@:4]1(C2C=CC=CC=2)[O:9][C:8](=[O:10])[N:7]([C@H:11]([C:13]2[CH:18]=[CH:17][C:16](Br)=[CH:15][CH:14]=2)[CH3:12])[CH2:6][CH2:5]1)[CH:2]=[CH2:3].[C:26]1(B(O)O)[CH:31]=[CH:30][CH:29]=[CH:28][CH:27]=1.